Dataset: Full USPTO retrosynthesis dataset with 1.9M reactions from patents (1976-2016). Task: Predict the reactants needed to synthesize the given product. (1) Given the product [S:1]1[CH:5]=[CH:4][C:3]2[CH:6]=[C:7]([CH2:10][S:11]([NH:14][C@H:15]([CH2:19][N:20]3[CH:24]=[CH:23][CH:22]=[N:21]3)[C:55]([NH:53][OH:29])=[O:56])(=[O:12])=[O:13])[CH:8]=[CH:9][C:2]1=2, predict the reactants needed to synthesize it. The reactants are: [S:1]1[CH:5]=[CH:4][C:3]2[CH:6]=[C:7]([CH2:10][S:11]([NH:14][C@H:15]([CH2:19][N:20]3[CH:24]=[CH:23][CH:22]=[N:21]3)C(O)=O)(=[O:13])=[O:12])[CH:8]=[CH:9][C:2]1=2.Cl.N[C@H](CN1C=CC=N1)C(O)=[O:29].FC(F)(F)C(=N[Si](C)(C)C)O[Si](C)(C)C.C[N:53]([CH:55]=[O:56])C. (2) Given the product [OH:15][C:12]1([CH3:17])[CH2:11][CH2:10][CH:9]([CH2:8][NH:7][C:6](=[O:16])[O:5][C:1]([CH3:4])([CH3:2])[CH3:3])[CH2:14][CH2:13]1, predict the reactants needed to synthesize it. The reactants are: [C:1]([O:5][C:6](=[O:16])[NH:7][CH2:8][CH:9]1[CH2:14][CH2:13][C:12](=[O:15])[CH2:11][CH2:10]1)([CH3:4])([CH3:3])[CH3:2].[CH3:17][Mg]Br. (3) The reactants are: [Cl:1][C:2]1[CH:3]=[C:4]([C:8]#[C:9][C:10]2[N:11]=[C:12]([CH3:15])[NH:13][CH:14]=2)[CH:5]=[CH:6][CH:7]=1.[O:16]1[CH:20]=[CH:19][C:18](B(O)O)=[CH:17]1. Given the product [Cl:1][C:2]1[CH:3]=[C:4]([C:8]#[C:9][C:10]2[N:11]=[C:12]([CH3:15])[N:13]([C:18]3[CH:19]=[CH:20][O:16][CH:17]=3)[CH:14]=2)[CH:5]=[CH:6][CH:7]=1, predict the reactants needed to synthesize it. (4) The reactants are: [C:1]([O:5][C:6]([N:8]1[CH:12]([C:13]([OH:17])([CH3:16])[CH:14]=[CH2:15])[CH2:11][O:10]C1(C)C)=[O:7])([CH3:4])([CH3:3])[CH3:2].O.C1(C)C=CC(S(O)(=O)=O)=CC=1. Given the product [C:1]([O:5][C:6](=[O:7])[NH:8][CH:12]([CH2:11][OH:10])[C:13]([OH:17])([CH3:16])[CH:14]=[CH2:15])([CH3:4])([CH3:2])[CH3:3], predict the reactants needed to synthesize it. (5) Given the product [CH:1]1([N:6]2[C:14]3[C:9](=[CH:10][CH:11]=[CH:12][C:13]=3[C:15]([F:17])([F:18])[F:16])[C:8]([C:19]([C:21]3[CH:26]=[CH:25][CH:24]=[C:23]([OH:27])[CH:22]=3)=[O:20])=[N:7]2)[CH2:2][CH2:3][CH2:4][CH2:5]1, predict the reactants needed to synthesize it. The reactants are: [CH:1]1([N:6]2[C:14]3[C:9](=[CH:10][CH:11]=[CH:12][C:13]=3[C:15]([F:18])([F:17])[F:16])[C:8]([C:19]([C:21]3[CH:26]=[CH:25][CH:24]=[C:23]([O:27]C)[CH:22]=3)=[O:20])=[N:7]2)[CH2:5][CH2:4][CH2:3][CH2:2]1.B(Br)(Br)Br. (6) Given the product [F:1][C:2]1[CH:7]=[CH:6][C:5]([C:8]2[C:13](/[CH:14]=[CH:15]/[C@@H:16]([OH:24])[CH2:17][C@@H:18]([OH:23])[CH2:19][C:20]([O-:22])=[O:21])=[C:12]([CH:25]([CH3:27])[CH3:26])[N:11]=[C:10]([N:28]([CH3:33])[S:29]([CH3:32])(=[O:31])=[O:30])[N:9]=2)=[CH:4][CH:3]=1.[CH2:8]([NH3+:9])[CH3:5], predict the reactants needed to synthesize it. The reactants are: [F:1][C:2]1[CH:7]=[CH:6][C:5]([C:8]2[C:13](/[CH:14]=[CH:15]/[C@@H:16]([OH:24])[CH2:17][C@@H:18]([OH:23])[CH2:19][C:20]([O-:22])=[O:21])=[C:12]([CH:25]([CH3:27])[CH3:26])[N:11]=[C:10]([N:28]([CH3:33])[S:29]([CH3:32])(=[O:31])=[O:30])[N:9]=2)=[CH:4][CH:3]=1.[Na+].[Cl-].[Na+].Cl. (7) Given the product [ClH:24].[ClH:46].[C:1]([O:9][CH2:10][CH2:11][O:12][CH2:13][CH2:14][N:15]1[C:23]2[C:22]([NH:45][C:42]3[CH:43]=[CH:44][C:39]([O:38][C:34]4[CH:35]=[CH:36][CH:37]=[C:32]([NH2:31])[CH:33]=4)=[C:40]([Cl:46])[CH:41]=3)=[N:21][CH:20]=[N:19][C:18]=2[CH:17]=[CH:16]1)(=[O:8])[C:2]1[CH:7]=[CH:6][CH:5]=[CH:4][CH:3]=1, predict the reactants needed to synthesize it. The reactants are: [C:1]([O:9][CH2:10][CH2:11][O:12][CH2:13][CH2:14][N:15]1[C:23]2[C:22]([Cl:24])=[N:21][CH:20]=[N:19][C:18]=2[CH:17]=[CH:16]1)(=[O:8])[C:2]1[CH:7]=[CH:6][CH:5]=[CH:4][CH:3]=1.C(OC(=O)[NH:31][C:32]1[CH:37]=[CH:36][CH:35]=[C:34]([O:38][C:39]2[CH:44]=[CH:43][C:42]([NH2:45])=[CH:41][C:40]=2[Cl:46])[CH:33]=1)(C)(C)C.